This data is from Forward reaction prediction with 1.9M reactions from USPTO patents (1976-2016). The task is: Predict the product of the given reaction. (1) Given the reactants ClCCl.[O:4]=[C:5]1[CH2:9][CH2:8][C@H:7]([C:10]([OH:12])=[O:11])[CH2:6]1.[CH3:13][Si](C=[N+]=[N-])(C)C, predict the reaction product. The product is: [O:4]=[C:5]1[CH2:9][CH2:8][C@H:7]([C:10]([O:12][CH3:13])=[O:11])[CH2:6]1. (2) Given the reactants [C:1](Cl)(=O)[C:2]([Cl:4])=[O:3].[CH3:7][C:8]1[CH:9]=C(C(O)=O)[S:11][CH:12]=1, predict the reaction product. The product is: [CH3:9][C:8]1[CH:7]=[C:1]([C:2]([Cl:4])=[O:3])[S:11][CH:12]=1. (3) The product is: [C:37]([C:36]1[CH:40]=[CH:41][C:33]([C:9]2[CH:10]=[CH:11][C:12]3[O:16][C:15]([CH:17]4[CH2:18][CH2:19][N:20]([C:23]([O:25][C:26]([CH3:28])([CH3:27])[CH3:29])=[O:24])[CH2:21][CH2:22]4)=[N:14][C:13]=3[CH:30]=2)=[CH:34][C:35]=1[F:42])(=[O:38])[NH2:39]. Given the reactants CC1(C)C(C)(C)OB([C:9]2[CH:10]=[CH:11][C:12]3[O:16][C:15]([CH:17]4[CH2:22][CH2:21][N:20]([C:23]([O:25][C:26]([CH3:29])([CH3:28])[CH3:27])=[O:24])[CH2:19][CH2:18]4)=[N:14][C:13]=3[CH:30]=2)O1.Br[C:33]1[CH:41]=[CH:40][C:36]([C:37]([NH2:39])=[O:38])=[C:35]([F:42])[CH:34]=1, predict the reaction product. (4) Given the reactants C([O:9][CH2:10][CH2:11][N:12]1[C:20]2[C:19](Cl)=[N:18][CH:17]=[N:16][C:15]=2[CH:14]=[CH:13]1)(=O)C1C=CC=CC=1.[NH2:22][C:23]1[CH:39]=[CH:38][C:26]([O:27][C:28]2[CH:36]=[CH:35][CH:34]=[C:33]3[C:29]=2[CH2:30][CH2:31][C:32]3=[O:37])=[C:25]([Cl:40])[CH:24]=1.[OH-].[Na+].O, predict the reaction product. The product is: [Cl:40][C:25]1[CH:24]=[C:23]([NH:22][C:19]2[C:20]3[N:12]([CH2:11][CH2:10][OH:9])[CH:13]=[CH:14][C:15]=3[N:16]=[CH:17][N:18]=2)[CH:39]=[CH:38][C:26]=1[O:27][C:28]1[CH:36]=[CH:35][CH:34]=[C:33]2[C:29]=1[CH2:30][CH2:31][C:32]2=[O:37]. (5) Given the reactants [CH2:1]([CH:3]([CH2:19][CH3:20])[CH:4]([NH2:18])[C:5]1[N:9]([CH2:10][C:11]2[CH:16]=[CH:15][C:14]([F:17])=[CH:13][CH:12]=2)[N:8]=[CH:7][N:6]=1)[CH3:2].CCN(CC)CC.[Cl:28][C:29]1[S:33][C:32]([S:34](Cl)(=[O:36])=[O:35])=[CH:31][CH:30]=1, predict the reaction product. The product is: [Cl:28][C:29]1[S:33][C:32]([S:34]([NH:18][CH:4]([C:5]2[N:9]([CH2:10][C:11]3[CH:12]=[CH:13][C:14]([F:17])=[CH:15][CH:16]=3)[N:8]=[CH:7][N:6]=2)[CH:3]([CH2:1][CH3:2])[CH2:19][CH3:20])(=[O:36])=[O:35])=[CH:31][CH:30]=1.